Dataset: Forward reaction prediction with 1.9M reactions from USPTO patents (1976-2016). Task: Predict the product of the given reaction. (1) Given the reactants [Cl:1][C:2]1[CH:3]=[C:4]([C:8]2[CH:13]=[CH:12][C:11]([CH2:14][C@H:15]([NH:19][C@H:20]([C:22]([O:24][CH2:25][CH3:26])=[O:23])[CH3:21])[C:16]([OH:18])=O)=[CH:10][CH:9]=2)[CH:5]=[CH:6][CH:7]=1.ClC(Cl)(OC(=O)OC(Cl)(Cl)Cl)Cl.C(N(CC)CC)C.[CH3:46][O:47][C:48]1[CH:61]=[CH:60][C:51]([CH2:52][N:53]2[C:57]([NH:58][CH3:59])=[N:56][N:55]=[N:54]2)=[CH:50][CH:49]=1, predict the reaction product. The product is: [CH2:25]([O:24][C:22](=[O:23])[C@@H:20]([NH:19][C@H:15]([C:16](=[O:18])[N:58]([C:57]1[N:53]([CH2:52][C:51]2[CH:60]=[CH:61][C:48]([O:47][CH3:46])=[CH:49][CH:50]=2)[N:54]=[N:55][N:56]=1)[CH3:59])[CH2:14][C:11]1[CH:12]=[CH:13][C:8]([C:4]2[CH:5]=[CH:6][CH:7]=[C:2]([Cl:1])[CH:3]=2)=[CH:9][CH:10]=1)[CH3:21])[CH3:26]. (2) Given the reactants Br[C:2]1[CH:3]=[C:4]([NH:10][C:11]2[CH:16]=[CH:15][C:14]([CH:17]3[CH2:22][CH2:21][N:20]([CH3:23])[CH2:19][CH2:18]3)=[CH:13][N:12]=2)[C:5](=[O:9])[N:6]([CH3:8])[CH:7]=1.[C:24]([O:27][CH2:28][C:29]1[C:30]([N:38]2[CH2:49][CH2:48][N:47]3[C:40](=[CH:41][C:42]4[CH2:43][C:44]([CH3:51])([CH3:50])[CH2:45][C:46]=43)[C:39]2=[O:52])=[N:31][CH:32]=[CH:33][C:34]=1B(O)O)(=[O:26])[CH3:25].[O-]P([O-])([O-])=O.[K+].[K+].[K+].O.O.O.C([O-])(=O)C.[Na+], predict the reaction product. The product is: [C:24]([O:27][CH2:28][C:29]1[C:30]([N:38]2[CH2:49][CH2:48][N:47]3[C:40](=[CH:41][C:42]4[CH2:43][C:44]([CH3:51])([CH3:50])[CH2:45][C:46]=43)[C:39]2=[O:52])=[N:31][CH:32]=[CH:33][C:34]=1[C:2]1[CH:3]=[C:4]([NH:10][C:11]2[CH:16]=[CH:15][C:14]([CH:17]3[CH2:22][CH2:21][N:20]([CH3:23])[CH2:19][CH2:18]3)=[CH:13][N:12]=2)[C:5](=[O:9])[N:6]([CH3:8])[CH:7]=1)(=[O:26])[CH3:25]. (3) Given the reactants ClC1C=CC=CC=1C([N:10]([C:14]1[C:15]([C:19]2[CH:24]=[CH:23][C:22]([CH2:25]Cl)=[CH:21][CH:20]=2)=[N:16][O:17][CH:18]=1)[C:11](=[O:13])[O-:12])C.[ClH:27].[NH2:28][CH2:29][CH2:30][C:31]([O:33][CH3:34])=[O:32].[C:35](=[O:38])([O-])[O-:36].[K+].[K+].Cl, predict the reaction product. The product is: [Cl:27][C:20]1[CH:21]=[CH:22][CH:23]=[CH:24][C:19]=1[CH:15]([O:12][C:11]([NH:10][C:14]1[C:15]([C:19]2[CH:20]=[CH:21][C:22]([CH2:25][O:36][C:35]([NH:28][CH2:29][CH2:30][C:31]([O:33][CH3:34])=[O:32])=[O:38])=[CH:23][CH:24]=2)=[N:16][O:17][CH:18]=1)=[O:13])[CH3:14]. (4) Given the reactants [CH:1]1([CH2:4][O:5][C:6]2[CH:11]=[CH:10][C:9]([CH:12]([F:14])[F:13])=[CH:8][C:7]=2[C:15]2[C:16]3[NH:23][C:22]([CH3:24])=[C:21]([C:25](O)=[O:26])[C:17]=3[N:18]=[CH:19][N:20]=2)[CH2:3][CH2:2]1.[C:28]([O:32][C:33](=[O:42])[NH:34][C@H:35]1[CH2:39][C@H:38]([NH2:40])[CH2:37][C@@H:36]1[CH3:41])([CH3:31])([CH3:30])[CH3:29], predict the reaction product. The product is: [CH:1]1([CH2:4][O:5][C:6]2[CH:11]=[CH:10][C:9]([CH:12]([F:14])[F:13])=[CH:8][C:7]=2[C:15]2[C:16]3[NH:23][C:22]([CH3:24])=[C:21]([C:25]([NH:40][C@H:38]4[CH2:39][C@H:35]([NH:34][C:33](=[O:42])[O:32][C:28]([CH3:31])([CH3:29])[CH3:30])[C@@H:36]([CH3:41])[CH2:37]4)=[O:26])[C:17]=3[N:18]=[CH:19][N:20]=2)[CH2:3][CH2:2]1. (5) The product is: [NH2:1][C:2]1[C:3]([C:34]2[CH:35]=[C:36]([NH:37][S:38]([CH3:41])(=[O:39])=[O:40])[C:31]([O:30][CH3:29])=[N:32][CH:33]=2)=[C:4]([NH:8][C@H:9]([C:11]2[N:16]([C:17]3[CH:22]=[CH:21][CH:20]=[CH:19][CH:18]=3)[C:15](=[O:23])[C:14]3=[C:24]([Br:27])[CH:25]=[CH:26][N:13]3[N:12]=2)[CH3:10])[N:5]=[CH:6][N:7]=1. Given the reactants [NH2:1][C:2]1[N:7]=[CH:6][N:5]=[C:4]([NH:8][C@H:9]([C:11]2[N:16]([C:17]3[CH:22]=[CH:21][CH:20]=[CH:19][CH:18]=3)[C:15](=[O:23])[C:14]3=[C:24]([Br:27])[CH:25]=[CH:26][N:13]3[N:12]=2)[CH3:10])[C:3]=1I.[CH3:29][O:30][C:31]1[C:36]([NH:37][S:38]([CH3:41])(=[O:40])=[O:39])=[CH:35][C:34](B2OC(C)(C)C(C)(C)O2)=[CH:33][N:32]=1, predict the reaction product.